From a dataset of Peptide-MHC class I binding affinity with 185,985 pairs from IEDB/IMGT. Regression. Given a peptide amino acid sequence and an MHC pseudo amino acid sequence, predict their binding affinity value. This is MHC class I binding data. (1) The peptide sequence is GPSPSHKSV. The MHC is HLA-B18:01 with pseudo-sequence HLA-B18:01. The binding affinity (normalized) is 0.0847. (2) The peptide sequence is RSLFNTIAVLY. The MHC is HLA-A26:01 with pseudo-sequence HLA-A26:01. The binding affinity (normalized) is 0.0847. (3) The peptide sequence is YTVKYPGL. The MHC is H-2-Kb with pseudo-sequence H-2-Kb. The binding affinity (normalized) is 0.479. (4) The peptide sequence is FTEGKINPL. The MHC is HLA-A68:02 with pseudo-sequence HLA-A68:02. The binding affinity (normalized) is 0.853. (5) The peptide sequence is KCHDHYLCR. The MHC is HLA-A11:01 with pseudo-sequence HLA-A11:01. The binding affinity (normalized) is 0.252. (6) The binding affinity (normalized) is 0.268. The MHC is HLA-A68:01 with pseudo-sequence HLA-A68:01. The peptide sequence is HILHAYCGIK. (7) The peptide sequence is NRLKPRDFK. The binding affinity (normalized) is 0.0847. The MHC is HLA-B18:01 with pseudo-sequence HLA-B18:01. (8) The peptide sequence is YTITVFLHL. The MHC is H-2-Db with pseudo-sequence H-2-Db. The binding affinity (normalized) is 0.